This data is from Forward reaction prediction with 1.9M reactions from USPTO patents (1976-2016). The task is: Predict the product of the given reaction. (1) Given the reactants C([O:4][CH:5]([C:10]1[N:11]([CH2:24][CH:25]([CH3:27])[CH3:26])[C:12]2[C:21]3[CH:20]=[CH:19][CH:18]=[CH:17][C:16]=3[N:15]=[C:14]([NH2:22])[C:13]=2[N:23]=1)[CH2:6][CH2:7][CH2:8][CH3:9])(=[O:3])C.C(Cl)Cl, predict the reaction product. The product is: [OH2:3].[NH2:22][C:14]1[C:13]2[N:23]=[C:10]([CH:5]([CH2:6][CH2:7][CH2:8][CH3:9])[OH:4])[N:11]([CH2:24][CH:25]([CH3:26])[CH3:27])[C:12]=2[C:21]2[CH:20]=[CH:19][CH:18]=[CH:17][C:16]=2[N:15]=1.[NH2:22][C:14]1[C:13]2[N:23]=[C:10]([CH:5]([CH2:6][CH2:7][CH2:8][CH3:9])[OH:4])[N:11]([CH2:24][CH:25]([CH3:26])[CH3:27])[C:12]=2[C:21]2[CH:20]=[CH:19][CH:18]=[CH:17][C:16]=2[N:15]=1. (2) The product is: [N:1]1[CH:6]=[CH:5][C:4]([C:7]2[CH:8]=[CH:9][CH:10]=[C:11]3[C:16]=2[C:15](=[O:17])[N:14](/[CH:19]=[CH:20]/[C:21]2[CH:30]=[CH:29][C:28]4[C:23](=[CH:24][CH:25]=[CH:26][CH:27]=4)[N:22]=2)[CH:13]=[CH:12]3)=[CH:3][CH:2]=1. Given the reactants [N:1]1[CH:6]=[CH:5][C:4]([C:7]2[CH:8]=[CH:9][CH:10]=[C:11]3[C:16]=2[C:15](=[O:17])[NH:14][CH:13]=[CH:12]3)=[CH:3][CH:2]=1.Br/[CH:19]=[CH:20]/[C:21]1[CH:30]=[CH:29][C:28]2[C:23](=[CH:24][CH:25]=[CH:26][CH:27]=2)[N:22]=1.O.CC(=O)OCC, predict the reaction product. (3) Given the reactants [Cl:1][C:2]1[C:10]2[C:5](=[CH:6][C:7]([S:11]([N:14]3[CH2:19][C:18](=[O:20])[N:17]([CH2:21][CH:22]4[CH2:27][CH2:26][N:25]([C:28]5[CH:33]=[CH:32][C:31](=[O:34])[N:30]([CH3:35])[N:29]=5)[CH2:24][CH2:23]4)[CH:16]([C:36]([OH:38])=[O:37])[CH2:15]3)(=[O:13])=[O:12])=[CH:8][CH:9]=2)[NH:4][CH:3]=1.[C:39](OC(O[C:39]([CH3:42])([CH3:41])[CH3:40])N(C)C)([CH3:42])([CH3:41])[CH3:40], predict the reaction product. The product is: [C:39]([O:37][C:36]([CH:16]1[CH2:15][N:14]([S:11]([C:7]2[CH:6]=[C:5]3[C:10]([C:2]([Cl:1])=[CH:3][NH:4]3)=[CH:9][CH:8]=2)(=[O:12])=[O:13])[CH2:19][C:18](=[O:20])[N:17]1[CH2:21][CH:22]1[CH2:27][CH2:26][N:25]([C:28]2[CH:33]=[CH:32][C:31](=[O:34])[N:30]([CH3:35])[N:29]=2)[CH2:24][CH2:23]1)=[O:38])([CH3:42])([CH3:41])[CH3:40]. (4) Given the reactants [Cl:1][C:2]1[CH:10]=[C:9]2[C:5]([C:6]([C:11]3[N:12]=[C:13]4[C:19]([C:20]([NH:22][CH:23]([CH3:25])[CH3:24])=[O:21])=[CH:18][N:17]([CH2:26][O:27][CH2:28][CH2:29][Si:30]([CH3:33])([CH3:32])[CH3:31])[C:14]4=[N:15][CH:16]=3)=[N:7][NH:8]2)=[CH:4][CH:3]=1.[H-].[Na+].Cl[CH2:37][C:38]1[N:39]([CH3:43])[CH:40]=[CH:41][N:42]=1, predict the reaction product. The product is: [Cl:1][C:2]1[CH:10]=[C:9]2[C:5]([C:6]([C:11]3[N:12]=[C:13]4[C:19]([C:20]([NH:22][CH:23]([CH3:25])[CH3:24])=[O:21])=[CH:18][N:17]([CH2:26][O:27][CH2:28][CH2:29][Si:30]([CH3:31])([CH3:33])[CH3:32])[C:14]4=[N:15][CH:16]=3)=[N:7][N:8]2[CH2:37][C:38]2[N:39]([CH3:43])[CH:40]=[CH:41][N:42]=2)=[CH:4][CH:3]=1.